From a dataset of Reaction yield outcomes from USPTO patents with 853,638 reactions. Predict the reaction yield, written as a fraction of the theoretical maximum amount of product (1.0 means a 100% yield; for example, 0.34 means a 34% yield). The reactants are Cl[C:2]1[C:11]2[C:6](=[CH:7][CH:8]=[CH:9][CH:10]=2)[CH:5]=[CH:4][N:3]=1.[C:12]1(B(O)O)[CH:17]=[CH:16][CH:15]=[CH:14][CH:13]=1.COCCOC.C1(P(C2C=CC=CC=2)C2C=CC=CC=2)C=CC=CC=1. The catalyst is C(OCC)(=O)C. The product is [C:12]1([C:2]2[C:11]3[C:6](=[CH:7][CH:8]=[CH:9][CH:10]=3)[CH:5]=[CH:4][N:3]=2)[CH:17]=[CH:16][CH:15]=[CH:14][CH:13]=1. The yield is 0.790.